This data is from Reaction yield outcomes from USPTO patents with 853,638 reactions. The task is: Predict the reaction yield, written as a fraction of the theoretical maximum amount of product (1.0 means a 100% yield; for example, 0.34 means a 34% yield). The reactants are [NH2:1][C:2]1[N:7]=[CH:6][C:5]([C:8]2[CH:9]=[CH:10][C:11]([N:14]3[CH2:19][CH2:18][N:17]([C:20]([O:22][C:23]([CH3:26])([CH3:25])[CH3:24])=[O:21])[CH2:16][CH2:15]3)=[N:12][CH:13]=2)=[CH:4][N:3]=1.Cl[CH:28]([C:31]1([C:34]2[CH:35]=[C:36]3[C:41](=[CH:42][CH:43]=2)[N:40]=[CH:39][CH:38]=[CH:37]3)[CH2:33][CH2:32]1)[CH:29]=O. The catalyst is C(O)(C)C.CO. The product is [N:40]1[C:41]2[C:36](=[CH:35][C:34]([C:31]3([C:28]4[N:7]5[CH:6]=[C:5]([C:8]6[CH:9]=[CH:10][C:11]([N:14]7[CH2:15][CH2:16][N:17]([C:20]([O:22][C:23]([CH3:26])([CH3:25])[CH3:24])=[O:21])[CH2:18][CH2:19]7)=[N:12][CH:13]=6)[CH:4]=[N:3][C:2]5=[N:1][CH:29]=4)[CH2:33][CH2:32]3)=[CH:43][CH:42]=2)[CH:37]=[CH:38][CH:39]=1. The yield is 0.434.